This data is from Forward reaction prediction with 1.9M reactions from USPTO patents (1976-2016). The task is: Predict the product of the given reaction. (1) The product is: [CH3:27][O:26][C:21]1[CH:22]=[CH:23][CH:24]=[CH:25][C:20]=1[CH2:19][O:18][CH2:17][CH2:16][CH2:15][O:14][C:11]1[CH:12]=[CH:13][C:8]([CH:7]2[CH2:6][CH2:5][N:4]([C:28]([O:30][CH2:31][C:32]3[CH:33]=[CH:34][CH:35]=[CH:36][CH:37]=3)=[O:29])[CH2:3][CH:2]2[O:1][CH2:39][C:40]2[CH:41]=[CH:42][C:43]([CH3:60])=[C:44]([O:45][CH2:46][CH2:47][O:48][Si:49]([CH:53]([CH3:55])[CH3:54])([CH:56]([CH3:58])[CH3:57])[CH:50]([CH3:51])[CH3:52])[CH:59]=2)=[CH:9][CH:10]=1. Given the reactants [OH:1][CH:2]1[CH:7]([C:8]2[CH:13]=[CH:12][C:11]([O:14][CH2:15][CH2:16][CH2:17][O:18][CH2:19][C:20]3[CH:25]=[CH:24][CH:23]=[CH:22][C:21]=3[O:26][CH3:27])=[CH:10][CH:9]=2)[CH2:6][CH2:5][N:4]([C:28]([O:30][CH2:31][C:32]2[CH:37]=[CH:36][CH:35]=[CH:34][CH:33]=2)=[O:29])[CH2:3]1.Cl[CH2:39][C:40]1[CH:41]=[CH:42][C:43]([CH3:60])=[C:44]([CH:59]=1)[O:45][CH2:46][CH2:47][O:48][Si:49]([CH:56]([CH3:58])[CH3:57])([CH:53]([CH3:55])[CH3:54])[CH:50]([CH3:52])[CH3:51], predict the reaction product. (2) Given the reactants [O:1]1[CH2:6][CH2:5][CH:4]([CH2:7][CH2:8][CH:9]=[O:10])[CH2:3][CH2:2]1.[N:11]([C:23]([O:25][CH2:26][C:27]1[CH:32]=[CH:31][CH:30]=[CH:29][CH:28]=1)=[O:24])=[N:12][C:13]([O:15][CH2:16][C:17]1[CH:22]=[CH:21][CH:20]=[CH:19][CH:18]=1)=[O:14].C1CN[C@@H](C(O)=O)C1.[BH4-].[Na+], predict the reaction product. The product is: [OH:10][CH2:9][C@@H:8]([N:11]([C:23]([O:25][CH2:26][C:27]1[CH:32]=[CH:31][CH:30]=[CH:29][CH:28]=1)=[O:24])[NH:12][C:13]([O:15][CH2:16][C:17]1[CH:22]=[CH:21][CH:20]=[CH:19][CH:18]=1)=[O:14])[CH2:7][CH:4]1[CH2:5][CH2:6][O:1][CH2:2][CH2:3]1.